From a dataset of Forward reaction prediction with 1.9M reactions from USPTO patents (1976-2016). Predict the product of the given reaction. (1) The product is: [Cl:1][C:2]1[N:7]=[C:6]([Cl:8])[N:5]=[C:4]2[N:9]([CH:14]3[CH2:15][CH2:16][CH2:17][CH2:18][O:13]3)[N:10]=[C:11]([CH3:12])[C:3]=12. Given the reactants [Cl:1][C:2]1[N:7]=[C:6]([Cl:8])[N:5]=[C:4]2[NH:9][N:10]=[C:11]([CH3:12])[C:3]=12.[O:13]1[CH:18]=[CH:17][CH2:16][CH2:15][CH2:14]1.C([O-])(O)=O.[Na+], predict the reaction product. (2) Given the reactants [OH:1][CH:2]1[CH2:16][C:5]2([CH2:8][N:7](C(OC(C)(C)C)=O)[CH2:6]2)[O:4][CH2:3]1.OC1CC2(CCN(C(OC(C)(C)C)=O)C2)OC1.C(OC(N1CC(=O)C1)=O)(C)(C)C.[ClH:46], predict the reaction product. The product is: [ClH:46].[OH:1][CH:2]1[CH2:16][C:5]2([CH2:8][NH2+:7][CH2:6]2)[O:4][CH2:3]1. (3) Given the reactants C1(C2C=CC=CC=2)C=CC=C(N[C:8](=[O:22])[CH2:9][CH2:10][CH2:11][CH2:12][CH2:13][NH:14][C:15](=[O:21])[O:16][C:17]([CH3:20])([CH3:19])[CH3:18])C=1.[NH2:29][C@@H:30]([CH2:42][C:43]1[C:51]2[C:46](=[CH:47][CH:48]=[CH:49][CH:50]=2)[N:45]([CH3:52])[CH:44]=1)[C:31]([NH:33][CH2:34][CH2:35][CH2:36][CH2:37][C:38]([O:40][CH3:41])=[O:39])=[O:32].[C:53]1([C:59]2[CH:60]=[C:61]([CH:63]=[CH:64][CH:65]=2)N)C=CC=CC=1, predict the reaction product. The product is: [CH2:53]([O:21][C:15]([NH:14][C@H:9]([C:8](=[O:22])[NH:29][C@@H:30]([CH2:42][C:43]1[C:51]2[C:46](=[CH:47][CH:48]=[CH:49][CH:50]=2)[N:45]([CH3:52])[CH:44]=1)[C:31](=[O:32])[NH:33][CH2:34][CH2:35][CH2:36][CH2:37][C:38]([O:40][CH3:41])=[O:39])[CH2:10][CH2:11][CH2:12][CH2:13][NH:14][C:15](=[O:21])[O:16][C:17]([CH3:18])([CH3:19])[CH3:20])=[O:16])[C:59]1[CH:65]=[CH:64][CH:63]=[CH:61][CH:60]=1. (4) Given the reactants [F:1][C:2]1[C:3]([N+:9]([O-:11])=[O:10])=[C:4]([CH:6]=[CH:7][CH:8]=1)[NH2:5].C1C(=O)N([Br:19])C(=O)C1, predict the reaction product. The product is: [Br:19][C:8]1[CH:7]=[CH:6][C:4]([NH2:5])=[C:3]([N+:9]([O-:11])=[O:10])[C:2]=1[F:1].